Dataset: Full USPTO retrosynthesis dataset with 1.9M reactions from patents (1976-2016). Task: Predict the reactants needed to synthesize the given product. Given the product [Cl:14][C:10]1[CH:9]=[C:8]([NH:7][C:4]2[C:3]([C:15]([NH2:17])=[O:16])=[C:2]([N:1]=[CH:22][C:21]3[CH:24]=[C:25]([CH3:28])[C:26]([OH:27])=[C:19]([CH3:18])[CH:20]=3)[NH:6][N:5]=2)[CH:13]=[CH:12][CH:11]=1, predict the reactants needed to synthesize it. The reactants are: [NH2:1][C:2]1[NH:6][N:5]=[C:4]([NH:7][C:8]2[CH:13]=[CH:12][CH:11]=[C:10]([Cl:14])[CH:9]=2)[C:3]=1[C:15]([NH2:17])=[O:16].[CH3:18][C:19]1[CH:20]=[C:21]([CH:24]=[C:25]([CH3:28])[C:26]=1[OH:27])[CH:22]=O.